Dataset: Reaction yield outcomes from USPTO patents with 853,638 reactions. Task: Predict the reaction yield, written as a fraction of the theoretical maximum amount of product (1.0 means a 100% yield; for example, 0.34 means a 34% yield). (1) The yield is 0.670. The product is [CH:1]1([S:4]([C:7]2[CH:8]=[CH:9][C:10]([CH:13]([CH2:18][CH:19]3[CH2:24][CH2:23][O:22][CH2:21][CH2:20]3)[C:14](=[O:17])[CH2:15][CH2:16][C:36]([C:33]3[CH:32]=[CH:31][C:30]([CH:26]4[O:27][CH2:28][CH2:29][O:25]4)=[CH:35][N:34]=3)=[O:37])=[CH:11][CH:12]=2)(=[O:6])=[O:5])[CH2:3][CH2:2]1. The reactants are [CH:1]1([S:4]([C:7]2[CH:12]=[CH:11][C:10]([CH:13]([CH2:18][CH:19]3[CH2:24][CH2:23][O:22][CH2:21][CH2:20]3)[C:14](=[O:17])[CH:15]=[CH2:16])=[CH:9][CH:8]=2)(=[O:6])=[O:5])[CH2:3][CH2:2]1.[O:25]1[CH2:29][CH2:28][O:27][CH:26]1[C:30]1[CH:31]=[CH:32][C:33]([CH:36]=[O:37])=[N:34][CH:35]=1.C(N(CC)CC)C. The catalyst is C(O)C.[Cl-].C([N+]1C(C)=C(CCO)SC=1)C1C=CC=CC=1.C(OCC)(=O)C. (2) The reactants are C(=O)([O-])[O-].[K+].[K+].[Br:7][C:8]1[C:13]([O:14][CH3:15])=[C:12]([NH:16]C(=O)C(F)(F)F)[C:11]([C:23]#[N:24])=[C:10]([CH3:25])[C:9]=1[C:26]1[CH:31]=[CH:30][CH:29]=[CH:28][CH:27]=1. The catalyst is CO. The product is [NH2:16][C:12]1[C:13]([O:14][CH3:15])=[C:8]([Br:7])[C:9]([C:26]2[CH:31]=[CH:30][CH:29]=[CH:28][CH:27]=2)=[C:10]([CH3:25])[C:11]=1[C:23]#[N:24]. The yield is 0.940. (3) The reactants are [NH:1]1[CH:8]=[CH:7][C:5](=[O:6])[NH:4][C:2]1=[O:3].[O-]P([O-])([O-])=O.[K+].[K+].[K+].C(C1C=CC=CC=1NC(=O)C1C=CC=CN=1)#N.[C:34]([C:38]1[CH:43]=[C:42](I)[CH:41]=[C:40]([I:45])[C:39]=1[O:46][CH3:47])([CH3:37])([CH3:36])[CH3:35]. The catalyst is CS(C)=O.[Cu]I.CC#N. The product is [C:34]([C:38]1[CH:43]=[C:42]([N:1]2[CH:8]=[CH:7][C:5](=[O:6])[NH:4][C:2]2=[O:3])[CH:41]=[C:40]([I:45])[C:39]=1[O:46][CH3:47])([CH3:37])([CH3:35])[CH3:36]. The yield is 0.700. (4) The reactants are [OH:1][C:2]1[CH:11]=[CH:10][C:5]([C:6]([O:8][CH3:9])=[O:7])=[CH:4][C:3]=1I.[C:13]([Cu])#[N:14].[C-]#N.[Na+]. The catalyst is CN(C=O)C. The product is [C:13]([C:3]1[CH:4]=[C:5]([CH:10]=[CH:11][C:2]=1[OH:1])[C:6]([O:8][CH3:9])=[O:7])#[N:14]. The yield is 1.00. (5) The reactants are Br[C:2]1[C:7]([CH3:8])=[CH:6][CH:5]=[CH:4][N:3]=1.C([O-])([O-])=O.[K+].[K+].N#N.[C:17]([O:21][C:22]([C:24]1[CH:25]=[C:26](B(O)O)[CH:27]=[CH:28][CH:29]=1)=[O:23])([CH3:20])([CH3:19])[CH3:18].C(Cl)Cl.CS(O)(=O)=O.[OH-].[Na+]. The catalyst is C1(C)C=CC=CC=1.C1C=CC(P(C2C=CC=CC=2)[C-]2C=CC=C2)=CC=1.C1C=CC(P(C2C=CC=CC=2)[C-]2C=CC=C2)=CC=1.Cl[Pd]Cl.[Fe+2].O. The product is [C:17]([O:21][C:22](=[O:23])[C:24]1[CH:25]=[CH:26][CH:27]=[C:28]([C:2]2[C:7]([CH3:8])=[CH:6][CH:5]=[CH:4][N:3]=2)[CH:29]=1)([CH3:20])([CH3:18])[CH3:19]. The yield is 0.820.